Predict the reaction yield, written as a fraction of the theoretical maximum amount of product (1.0 means a 100% yield; for example, 0.34 means a 34% yield). From a dataset of Reaction yield outcomes from USPTO patents with 853,638 reactions. (1) The reactants are [Cl:1][C:2]1[N:7]=[C:6](Cl)[CH:5]=[CH:4][N:3]=1.[CH3:9][O:10][C:11]1[CH:17]=[CH:16][CH:15]=[C:14]([CH3:18])[C:12]=1[NH2:13].CCN(C(C)C)C(C)C. The catalyst is C(O)CCC. The product is [Cl:1][C:2]1[N:7]=[C:6]([NH:13][C:12]2[C:14]([CH3:18])=[CH:15][CH:16]=[CH:17][C:11]=2[O:10][CH3:9])[CH:5]=[CH:4][N:3]=1. The yield is 0.577. (2) The reactants are [CH:1]1[N:5]=[CH:4][N:3]([CH2:6][C:7]([P:13]([OH:16])([OH:15])=[O:14])([P:9]([OH:12])([OH:11])=[O:10])[OH:8])[CH:2]=1.[OH-:17].[Na+]. The catalyst is O. The product is [CH:1]1[N:5]=[CH:4][N:3]([CH2:6][C:7]([P:9]([OH:12])([OH:11])=[O:10])([P:13]([OH:15])([OH:16])=[O:14])[OH:8])[CH:2]=1.[OH2:17]. The yield is 0.750. (3) The reactants are [O:1]1[C:10]2[C:5](=[CH:6][CH:7]=[CH:8][CH:9]=2)[CH:4]([NH:11][C:12]2[O:13][CH2:14][C:15]3[CH:21]=[C:20]([NH2:22])[CH:19]=[CH:18][C:16]=3[N:17]=2)[CH2:3][CH2:2]1.[Cl:23][CH2:24][C:25](Cl)=[O:26]. No catalyst specified. The product is [Cl:23][CH2:24][C:25]([NH:22][C:20]1[CH:19]=[CH:18][C:16]2[N:17]=[C:12]([NH:11][CH:4]3[C:5]4[C:10](=[CH:9][CH:8]=[CH:7][CH:6]=4)[O:1][CH2:2][CH2:3]3)[O:13][CH2:14][C:15]=2[CH:21]=1)=[O:26]. The yield is 0.830. (4) The reactants are [N:1]1([C:7]([O:9][CH2:10][C:11]2[CH:16]=[CH:15][CH:14]=[CH:13][CH:12]=2)=[O:8])[CH2:6][CH2:5][NH:4][CH2:3][CH2:2]1.O=[C:18]1[CH2:23][CH2:22][N:21]([C:24]([O:26][C:27]([CH3:30])([CH3:29])[CH3:28])=[O:25])[CH2:20][CH2:19]1.C(O)(=O)C. The catalyst is CO.[Pd]. The product is [C:27]([O:26][C:24]([N:21]1[CH2:22][CH2:23][CH:18]([N:4]2[CH2:5][CH2:6][N:1]([C:7]([O:9][CH2:10][C:11]3[CH:16]=[CH:15][CH:14]=[CH:13][CH:12]=3)=[O:8])[CH2:2][CH2:3]2)[CH2:19][CH2:20]1)=[O:25])([CH3:30])([CH3:28])[CH3:29]. The yield is 0.296. (5) The reactants are [C:1]([CH:4]([C:11](=O)[CH3:12])[CH2:5][C:6]([O:8][CH2:9][CH3:10])=[O:7])(=O)[CH3:2].O.[NH2:15][NH2:16]. The catalyst is C(O)C. The product is [CH3:2][C:1]1[C:4]([CH2:5][C:6]([O:8][CH2:9][CH3:10])=[O:7])=[C:11]([CH3:12])[NH:16][N:15]=1. The yield is 0.720. (6) The reactants are [C:1]([C:3]1[CH:8]=[CH:7][C:6]([NH:9][C:10](=[O:16])[O:11][C:12]([CH3:15])([CH3:14])[CH3:13])=[CH:5][CH:4]=1)#[CH:2].Br[C:18]1[CH:19]=[N:20][CH:21]=[C:22]([CH:35]=1)[C:23]([N:25]=[S:26]([CH3:34])(=[O:33])[C:27]1[CH:32]=[CH:31][CH:30]=[CH:29][CH:28]=1)=[O:24]. No catalyst specified. The product is [CH3:34][S@:26](=[N:25][C:23]([C:22]1[CH:35]=[C:18]([C:2]#[C:1][C:3]2[CH:4]=[CH:5][C:6]([NH:9][C:10](=[O:16])[O:11][C:12]([CH3:13])([CH3:15])[CH3:14])=[CH:7][CH:8]=2)[CH:19]=[N:20][CH:21]=1)=[O:24])(=[O:33])[C:27]1[CH:28]=[CH:29][CH:30]=[CH:31][CH:32]=1. The yield is 0.450. (7) The reactants are [F:1][C:2]1[CH:3]=[CH:4][C:5]([NH:8][C:9]([C@H:11]2[N:15]([C:16](=[O:35])[C@@H:17]([CH2:23][N:24]([CH:33]=[O:34])[O:25]CC3C=CC=CC=3)[CH2:18][CH2:19][CH2:20][CH2:21][CH3:22])[N:14]=[CH:13][CH2:12]2)=[O:10])=[N:6][CH:7]=1. The catalyst is CO.[OH-].[OH-].[Pd+2]. The product is [F:1][C:2]1[CH:3]=[CH:4][C:5]([NH:8][C:9]([C@H:11]2[N:15]([C:16](=[O:35])[C@@H:17]([CH2:23][N:24]([CH:33]=[O:34])[OH:25])[CH2:18][CH2:19][CH2:20][CH2:21][CH3:22])[N:14]=[CH:13][CH2:12]2)=[O:10])=[N:6][CH:7]=1. The yield is 0.480. (8) The reactants are ClC1C=CC2SC=C(CN3CCN(C4SC(C(O)=O)=C(C)N=4)C3=O)C=2C=1.[CH3:27][C:28]1[N:29]=[C:30]([N:36]2[CH2:40][CH2:39][N:38]([CH2:41][C:42]3[C:43]([CH3:53])=[N:44][O:45][C:46]=3[C:47]3[CH:52]=[CH:51][CH:50]=[CH:49][CH:48]=3)[C:37]2=[O:54])[S:31][C:32]=1[C:33](O)=[O:34].[NH2:55][CH2:56][C:57]1[CH:58]=[N:59][CH:60]=[CH:61][CH:62]=1. No catalyst specified. The product is [CH3:27][C:28]1[N:29]=[C:30]([N:36]2[CH2:40][CH2:39][N:38]([CH2:41][C:42]3[C:43]([CH3:53])=[N:44][O:45][C:46]=3[C:47]3[CH:52]=[CH:51][CH:50]=[CH:49][CH:48]=3)[C:37]2=[O:54])[S:31][C:32]=1[C:33]([NH:55][CH2:56][C:57]1[CH:58]=[N:59][CH:60]=[CH:61][CH:62]=1)=[O:34]. The yield is 0.500.